Dataset: Forward reaction prediction with 1.9M reactions from USPTO patents (1976-2016). Task: Predict the product of the given reaction. Given the reactants [NH2:1][C:2]1[NH:3][C:4]2[C:9]([C:10]=1C(OC(C)(C)C)=O)=[CH:8][CH:7]=[C:6]([C:18]#[N:19])[CH:5]=2.FC(F)(F)C([O-])=O.[Cl:27]CCCl, predict the reaction product. The product is: [ClH:27].[C:18]([C:6]1[CH:5]=[C:4]2[C:9]([CH2:10][C:2](=[NH:1])[NH:3]2)=[CH:8][CH:7]=1)#[N:19].